Predict the product of the given reaction. From a dataset of Forward reaction prediction with 1.9M reactions from USPTO patents (1976-2016). (1) Given the reactants ClC1C=C(NN=C(Cl)S(C)(=O)=O)C=CC=1.IC1C=CC(N2CCC=C(N3CCOCC3)C2=O)=CC=1.C(N(CC)CC)C.[Cl:43][C:44]1[CH:45]=[C:46]([N:50]2[C:54]3(N4CCOCC4)[C:55](=[O:66])[N:56]([C:59]4[CH:64]=[CH:63][C:62]([I:65])=[CH:61][CH:60]=4)[CH2:57][CH2:58][CH:53]3[C:52]([S:73]([CH3:76])(=[O:75])=[O:74])=[N:51]2)[CH:47]=[CH:48][CH:49]=1, predict the reaction product. The product is: [Cl:43][C:44]1[CH:45]=[C:46]([N:50]2[C:54]3[C:55](=[O:66])[N:56]([C:59]4[CH:60]=[CH:61][C:62]([I:65])=[CH:63][CH:64]=4)[CH2:57][CH2:58][C:53]=3[C:52]([S:73]([CH3:76])(=[O:75])=[O:74])=[N:51]2)[CH:47]=[CH:48][CH:49]=1. (2) The product is: [F:7][C:8]1[C:17]([O:18][CH3:19])=[CH:16][C:15]([O:20][CH3:21])=[C:14]([F:22])[C:9]=1[CH2:10][OH:11]. Given the reactants [H-].[H-].[H-].[H-].[Li+].[Al+3].[F:7][C:8]1[C:17]([O:18][CH3:19])=[CH:16][C:15]([O:20][CH3:21])=[C:14]([F:22])[C:9]=1[C:10](OC)=[O:11], predict the reaction product. (3) Given the reactants [OH:1][C@@H:2]([C@H:4]1[C:25](=[O:26])[N:6]2[C@@H:7]([C:12]([O:14][CH2:15][C:16]3[CH:21]=[CH:20][C:19]([N+:22]([O-:24])=[O:23])=[CH:18][CH:17]=3)=[O:13])[C:8](=O)[C@H:9]([CH3:10])[C@H:5]12)[CH3:3].[N:27]([CH2:30][C@@H:31]([O:55][Si:56]([CH2:61][CH3:62])([CH2:59][CH3:60])[CH2:57][CH3:58])[CH2:32][S:33][C:34]1[N:35]=[CH:36][N:37]2[CH:41]=[C:40]([Sn](CCCC)(CCCC)CCCC)[S:39][C:38]=12)=[N+:28]=[N-:29], predict the reaction product. The product is: [N:27]([CH2:30][C@@H:31]([O:55][Si:56]([CH2:59][CH3:60])([CH2:61][CH3:62])[CH2:57][CH3:58])[CH2:32][S:33][C:34]1[N:35]=[CH:36][N:37]2[CH:41]=[C:40]([C:8]3[C@H:9]([CH3:10])[C@@H:5]4[C@@H:4]([C@H:2]([OH:1])[CH3:3])[C:25](=[O:26])[N:6]4[C:7]=3[C:12]([O:14][CH2:15][C:16]3[CH:17]=[CH:18][C:19]([N+:22]([O-:24])=[O:23])=[CH:20][CH:21]=3)=[O:13])[S:39][C:38]=12)=[N+:28]=[N-:29]. (4) Given the reactants [CH:1]1([N:4]([CH:18]2[CH2:23][CH2:22][NH:21][CH2:20][CH2:19]2)[C:5](=[O:17])[C:6]2[CH:11]=[CH:10][C:9]([C:12]3[O:16][CH:15]=[N:14][CH:13]=3)=[CH:8][CH:7]=2)[CH2:3][CH2:2]1.[Br:24][C:25]1[CH:26]=[C:27]([F:32])[C:28](F)=[N:29][CH:30]=1.C([O-])([O-])=O.[K+].[K+], predict the reaction product. The product is: [Br:24][C:25]1[CH:26]=[C:27]([F:32])[C:28]([N:21]2[CH2:22][CH2:23][CH:18]([N:4]([CH:1]3[CH2:3][CH2:2]3)[C:5](=[O:17])[C:6]3[CH:7]=[CH:8][C:9]([C:12]4[O:16][CH:15]=[N:14][CH:13]=4)=[CH:10][CH:11]=3)[CH2:19][CH2:20]2)=[N:29][CH:30]=1. (5) Given the reactants [CH:1]([N:4]1[C:8]([C:9]2[N:18]=[C:17]3[N:11]([CH2:12][CH2:13][O:14][C:15]4[CH:22]=[C:21](O)[N:20]=[CH:19][C:16]=43)[CH:10]=2)=[N:7][CH:6]=[N:5]1)([CH3:3])[CH3:2].[CH3:24][OH:25].[OH2:26], predict the reaction product. The product is: [OH:25][C@H:24]1[CH2:2][CH2:1][N:4]([C:21]2[N:20]=[CH:19][C:16]3[C:17]4[N:11]([CH:10]=[C:9]([C:8]5[N:4]([CH:1]([CH3:3])[CH3:2])[N:5]=[CH:6][N:7]=5)[N:18]=4)[CH2:12][CH2:13][O:14][C:15]=3[CH:22]=2)[C@@H:8]1[C:9]([NH2:18])=[O:26]. (6) Given the reactants [CH3:1][C:2]1[CH:3]=CC(S(O)(=O)=O)=CC=1.C([N:14]([CH2:17][CH3:18])CC)C.[N+]([C:22]1[CH:30]=[CH:29][C:25]([C:26](Cl)=[O:27])=CC=1)([O-])=O.C1C[O:34][CH2:33]C1, predict the reaction product. The product is: [CH:26]1([O:27][C:33](=[O:34])[C@H:17]([CH2:18][CH:2]([CH3:3])[CH3:1])[NH2:14])[CH2:25][CH2:29][CH2:30][CH2:22]1. (7) Given the reactants [C:1]1([C:7]2[CH:11]=[CH:10][NH:9][N:8]=2)[CH:6]=[CH:5][CH:4]=[CH:3][CH:2]=1.O[CH:13]1[CH2:18][CH2:17][N:16]([C:19]([O:21][C:22]([CH3:25])([CH3:24])[CH3:23])=[O:20])[CH2:15][CH2:14]1.C(P(=CC#N)(CCCC)CCCC)CCC, predict the reaction product. The product is: [C:1]1([C:7]2[CH:11]=[CH:10][N:9]([CH:13]3[CH2:18][CH2:17][N:16]([C:19]([O:21][C:22]([CH3:25])([CH3:24])[CH3:23])=[O:20])[CH2:15][CH2:14]3)[N:8]=2)[CH:2]=[CH:3][CH:4]=[CH:5][CH:6]=1. (8) Given the reactants [CH2:1]([C:3]1[C:4]([C:15]2[S:25][C:18]3[N:19]([CH3:24])[C:20]([CH2:22][OH:23])=[CH:21][C:17]=3[CH:16]=2)=[N:5][C:6]([O:13][CH3:14])=[C:7]([CH:12]=1)[C:8]([O:10][CH3:11])=[O:9])[CH3:2], predict the reaction product. The product is: [CH2:1]([C:3]1[C:4]([C:15]2[S:25][C:18]3[N:19]([CH3:24])[C:20]([CH:22]=[O:23])=[CH:21][C:17]=3[CH:16]=2)=[N:5][C:6]([O:13][CH3:14])=[C:7]([CH:12]=1)[C:8]([O:10][CH3:11])=[O:9])[CH3:2].